From a dataset of Full USPTO retrosynthesis dataset with 1.9M reactions from patents (1976-2016). Predict the reactants needed to synthesize the given product. (1) Given the product [CH3:39][N:40]([C:45]1[CH:50]=[CH:49][CH:48]=[C:47]([C:2]2[C:10]3[C:9]([NH:11][C@H:12]([C:14]4[N:19]([C:20]5[CH:25]=[CH:24][CH:23]=[CH:22][CH:21]=5)[C:18](=[O:26])[C:17]5=[C:27]([CH3:30])[CH:28]=[CH:29][N:16]5[N:15]=4)[CH3:13])=[N:8][CH:7]=[N:6][C:5]=3[N:4]([CH2:31][O:32][CH2:33][CH2:34][Si:35]([CH3:38])([CH3:37])[CH3:36])[CH:3]=2)[CH:46]=1)[S:41]([CH3:44])(=[O:42])=[O:43], predict the reactants needed to synthesize it. The reactants are: Br[C:2]1[C:10]2[C:9]([NH:11][C@H:12]([C:14]3[N:19]([C:20]4[CH:25]=[CH:24][CH:23]=[CH:22][CH:21]=4)[C:18](=[O:26])[C:17]4=[C:27]([CH3:30])[CH:28]=[CH:29][N:16]4[N:15]=3)[CH3:13])=[N:8][CH:7]=[N:6][C:5]=2[N:4]([CH2:31][O:32][CH2:33][CH2:34][Si:35]([CH3:38])([CH3:37])[CH3:36])[CH:3]=1.[CH3:39][N:40]([C:45]1[CH:50]=[CH:49][CH:48]=[C:47](B2OC(C)(C)C(C)(C)O2)[CH:46]=1)[S:41]([CH3:44])(=[O:43])=[O:42].C(=O)([O-])[O-].[Na+].[Na+]. (2) The reactants are: [NH2:1][CH2:2][C:3]1[CH:4]=[C:5]([NH:9][C:10](=[O:16])[O:11][C:12]([CH3:15])([CH3:14])[CH3:13])[CH:6]=[CH:7][CH:8]=1.C(N(CC)CC)C.[N+:24]([C:27]1[CH:28]=[C:29]([CH:33]=[CH:34][CH:35]=1)[C:30](Cl)=[O:31])([O-:26])=[O:25].C([O-])([O-])=O.[Na+].[Na+]. Given the product [N+:24]([C:27]1[CH:28]=[C:29]([CH:33]=[CH:34][CH:35]=1)[C:30]([NH:1][CH2:2][C:3]1[CH:4]=[C:5]([NH:9][C:10](=[O:16])[O:11][C:12]([CH3:13])([CH3:15])[CH3:14])[CH:6]=[CH:7][CH:8]=1)=[O:31])([O-:26])=[O:25], predict the reactants needed to synthesize it. (3) The reactants are: [CH3:1][N:2]1[C:7](=[O:8])[C:6]([C:9]2[N:13]([C:14]3[CH:21]=[CH:20][C:17]([C:18]#[N:19])=[CH:16][CH:15]=3)[N:12]=[CH:11][CH:10]=2)=[C:5]([CH3:22])[N:4]([C:23]2[CH:28]=[CH:27][CH:26]=[C:25]([C:29]([F:32])([F:31])[F:30])[CH:24]=2)[C:3]1=[O:33].[Cl-:34].[Li+].[N+]([O-])(O)=O.[N+]([O-])(O)=O.[N+]([O-])(O)=O.[N+]([O-])(O)=O.[N+]([O-])(O)=O.[N+]([O-])(O)=O.[Ce].S([O-])([O-])(=O)=S.[Na+].[Na+]. Given the product [Cl:34][C:10]1[CH:11]=[N:12][N:13]([C:14]2[CH:15]=[CH:16][C:17]([C:18]#[N:19])=[CH:20][CH:21]=2)[C:9]=1[C:6]1[C:7](=[O:8])[N:2]([CH3:1])[C:3](=[O:33])[N:4]([C:23]2[CH:28]=[CH:27][CH:26]=[C:25]([C:29]([F:30])([F:31])[F:32])[CH:24]=2)[C:5]=1[CH3:22], predict the reactants needed to synthesize it. (4) Given the product [F:11][C:4]1[CH:5]=[C:6]([N+:8]([O-:10])=[O:9])[CH:7]=[C:2]([F:1])[C:3]=1[N:13]1[CH2:18][CH2:17][O:16][CH2:15][CH2:14]1, predict the reactants needed to synthesize it. The reactants are: [F:1][C:2]1[CH:7]=[C:6]([N+:8]([O-:10])=[O:9])[CH:5]=[C:4]([F:11])[C:3]=1F.[NH:13]1[CH2:18][CH2:17][O:16][CH2:15][CH2:14]1.CCN(CC)CC.